Dataset: Reaction yield outcomes from USPTO patents with 853,638 reactions. Task: Predict the reaction yield, written as a fraction of the theoretical maximum amount of product (1.0 means a 100% yield; for example, 0.34 means a 34% yield). (1) The reactants are Br[C:2]1[O:6][C:5]([CH:7]([N:9]2[CH2:14][CH2:13][O:12][CH2:11][CH2:10]2)[CH3:8])=[CH:4][CH:3]=1.C(C[C:19]1[CH:24]=[CH:23][C:22](B(O)O)=[CH:21][CH:20]=1)(O)=O.[C:28]([O-:31])([O-])=[O:29].[Na+].[Na+].[C:34]1(C)C=CC=CC=1. The catalyst is CCO.C1C=CC([P]([Pd]([P](C2C=CC=CC=2)(C2C=CC=CC=2)C2C=CC=CC=2)([P](C2C=CC=CC=2)(C2C=CC=CC=2)C2C=CC=CC=2)[P](C2C=CC=CC=2)(C2C=CC=CC=2)C2C=CC=CC=2)(C2C=CC=CC=2)C2C=CC=CC=2)=CC=1. The product is [CH3:34][O:31][C:28](=[O:29])[C:19]1[CH:24]=[CH:23][C:22]([C:2]2[O:6][C:5]([CH:7]([N:9]3[CH2:14][CH2:13][O:12][CH2:11][CH2:10]3)[CH3:8])=[CH:4][CH:3]=2)=[CH:21][CH:20]=1. The yield is 0.150. (2) The reactants are [ClH:1].[CH2:2]([C:5]1[N:6]=[C:7]([NH2:10])[NH:8][CH:9]=1)[C:3]#[CH:4].[N:11]([CH2:14][C:15]1[NH:19][C:18]2[CH:20]=[C:21]([CH3:25])[C:22]([CH3:24])=[CH:23][C:17]=2[N:16]=1)=[N+:12]=[N-:13]. No catalyst specified. The product is [ClH:1].[ClH:1].[CH3:24][C:22]1[C:21]([CH3:25])=[CH:20][C:18]2[NH:19][C:15]([CH2:14][N:11]3[CH:4]=[C:3]([CH2:2][C:5]4[N:6]=[C:7]([NH2:10])[NH:8][CH:9]=4)[N:13]=[N:12]3)=[N:16][C:17]=2[CH:23]=1. The yield is 0.250.